Task: Binary Classification. Given a T-cell receptor sequence (or CDR3 region) and an epitope sequence, predict whether binding occurs between them.. Dataset: TCR-epitope binding with 47,182 pairs between 192 epitopes and 23,139 TCRs The epitope is FTISVTTEIL. The TCR CDR3 sequence is CASSPQREQYF. Result: 0 (the TCR does not bind to the epitope).